This data is from Forward reaction prediction with 1.9M reactions from USPTO patents (1976-2016). The task is: Predict the product of the given reaction. (1) Given the reactants C[O:2][C:3](=[O:36])[CH2:4][N:5]([S:28]([N:31]1[CH2:35][CH2:34][CH2:33][CH2:32]1)(=[O:30])=[O:29])[CH2:6][C:7]1[CH:12]=[CH:11][C:10]([O:13][CH2:14][C:15]2[N:16]=[C:17]([C:21]3[CH:26]=[CH:25][C:24]([CH3:27])=[CH:23][CH:22]=3)[O:18][C:19]=2[CH3:20])=[CH:9][CH:8]=1.O.[OH-].[Li+], predict the reaction product. The product is: [N:31]1([S:28]([N:5]([CH2:4][C:3]([OH:36])=[O:2])[CH2:6][C:7]2[CH:12]=[CH:11][C:10]([O:13][CH2:14][C:15]3[N:16]=[C:17]([C:21]4[CH:22]=[CH:23][C:24]([CH3:27])=[CH:25][CH:26]=4)[O:18][C:19]=3[CH3:20])=[CH:9][CH:8]=2)(=[O:29])=[O:30])[CH2:35][CH2:34][CH2:33][CH2:32]1. (2) Given the reactants [C:1]([O:5][C:6]([C@@H:8]1[CH2:11][C@H:10]([C:12]([OH:14])=[O:13])[C:9]1([CH3:16])[CH3:15])=[O:7])([CH3:4])([CH3:3])[CH3:2].C([O-])([O-])=O.[Na+].[Na+].[CH2:23](Br)[C:24]1[CH:29]=[CH:28][CH:27]=[CH:26][CH:25]=1, predict the reaction product. The product is: [CH3:15][C:9]1([CH3:16])[C@H:8]([C:6]([O:5][C:1]([CH3:4])([CH3:2])[CH3:3])=[O:7])[CH2:11][C@@H:10]1[C:12]([O:14][CH2:23][C:24]1[CH:29]=[CH:28][CH:27]=[CH:26][CH:25]=1)=[O:13]. (3) Given the reactants [CH3:1][O:2][C:3]1[CH:8]=[CH:7][CH:6]=[CH:5][C:4]=1[C:9]#[C:10][C:11]1[CH:18]=[CH:17][C:16]([O:19][CH3:20])=[CH:15][C:12]=1[CH:13]=O.Cl.[NH2:22][OH:23].C([O-])(=O)C.[Na+].C(=O)([O-])[O-].[K+].[K+], predict the reaction product. The product is: [CH3:20][O:19][C:16]1[CH:15]=[C:12]2[C:11]([CH:10]=[C:9]([C:4]3[CH:5]=[CH:6][CH:7]=[CH:8][C:3]=3[O:2][CH3:1])[N+:22]([O-:23])=[CH:13]2)=[CH:18][CH:17]=1.